This data is from Full USPTO retrosynthesis dataset with 1.9M reactions from patents (1976-2016). The task is: Predict the reactants needed to synthesize the given product. (1) Given the product [S:1]([N:11]1[C:15]2=[N:16][CH:17]=[C:18]([CH2:20][NH:21][C:22]([CH:24]3[CH2:29][CH2:28][CH2:27][CH2:26][CH2:25]3)=[S:44])[N:19]=[C:14]2[CH:13]=[CH:12]1)([C:4]1[CH:10]=[CH:9][C:7]([CH3:8])=[CH:6][CH:5]=1)(=[O:3])=[O:2], predict the reactants needed to synthesize it. The reactants are: [S:1]([N:11]1[C:15]2=[N:16][CH:17]=[C:18]([CH2:20][NH:21][C:22]([CH:24]3[CH2:29][CH2:28][CH2:27][CH2:26][CH2:25]3)=O)[N:19]=[C:14]2[CH:13]=[CH:12]1)([C:4]1[CH:10]=[CH:9][C:7]([CH3:8])=[CH:6][CH:5]=1)(=[O:3])=[O:2].O(C1C=CC(P2(=S)SP(=S)(C3C=CC(OC4C=CC=CC=4)=CC=3)[S:44]2)=CC=1)C1C=CC=CC=1. (2) Given the product [OH:28][CH2:27][C:23]1[N:22]=[C:21]([C:18]2[C:17]([CH3:30])=[C:16]([CH:31]3[C:44]4[C:43](=[O:45])[CH2:42][C:41]([CH3:46])([CH3:47])[CH2:40][C:39]=4[O:38][C:37]4[CH2:36][C:35]([CH3:49])([CH3:48])[CH2:34][C:33](=[O:50])[C:32]3=4)[C:15]([O:14][CH3:13])=[CH:20][CH:19]=2)[CH:26]=[CH:25][N:24]=1, predict the reactants needed to synthesize it. The reactants are: C(N1C=CN=C1)(N1C=CN=C1)=O.[CH3:13][O:14][C:15]1[CH:20]=[CH:19][C:18]([C:21]2[CH:26]=[CH:25][N:24]=[C:23]([C:27](O)=[O:28])[N:22]=2)=[C:17]([CH3:30])[C:16]=1[CH:31]1[C:44]2[C:43](=[O:45])[CH2:42][C:41]([CH3:47])([CH3:46])[CH2:40][C:39]=2[O:38][C:37]2[CH2:36][C:35]([CH3:49])([CH3:48])[CH2:34][C:33](=[O:50])[C:32]1=2.[BH4-].[Na+].Cl. (3) Given the product [CH3:25][N:26]1[C:8]([NH2:4])=[C:9]([CH3:10])[C:16]([C:15]([F:21])([F:20])[C:14]([F:23])([F:22])[F:13])=[N:27]1, predict the reactants needed to synthesize it. The reactants are: C([NH:4]C(C)C)(C)C.[CH2:8]([Li])[CH2:9][CH2:10]C.[F:13][C:14]([F:23])([F:22])[C:15]([F:21])([F:20])[C:16](OC)=O.Cl.[CH3:25][NH:26][NH2:27]. (4) Given the product [CH2:12]([O:11][C:3]1[CH:4]=[CH:5][C:6]([N+:8]([O-:10])=[O:9])=[CH:7][C:2]=1[I:1])[CH3:13], predict the reactants needed to synthesize it. The reactants are: [I:1][C:2]1[CH:7]=[C:6]([N+:8]([O-:10])=[O:9])[CH:5]=[CH:4][C:3]=1[OH:11].[CH2:12](I)[CH3:13].C(=O)([O-])[O-].[K+].[K+].C(OCC)(=O)C. (5) The reactants are: [C:1]([C:4]1[N:9]=[C:8]([CH2:10][N:11]2[CH2:15][CH2:14][N:13]([C@@H:16]([C:24]([CH3:27])([CH3:26])[CH3:25])[C:17]([O:19][C:20]([CH3:23])([CH3:22])[CH3:21])=[O:18])[C:12]2=[O:28])[CH:7]=[CH:6][CH:5]=1)([CH3:3])=[CH2:2]. Given the product [CH:1]([C:4]1[N:9]=[C:8]([CH2:10][N:11]2[CH2:15][CH2:14][N:13]([C@@H:16]([C:24]([CH3:25])([CH3:27])[CH3:26])[C:17]([O:19][C:20]([CH3:23])([CH3:22])[CH3:21])=[O:18])[C:12]2=[O:28])[CH:7]=[CH:6][CH:5]=1)([CH3:3])[CH3:2], predict the reactants needed to synthesize it. (6) Given the product [F:42][C:39]1[CH:40]=[CH:41][C:36]([C:34](=[O:35])[CH2:33][N:3]2[C:4](=[O:31])[C:5]3[CH:25]=[C:24]([CH2:26][C:27]([F:30])([F:29])[F:28])[S:23][C:6]=3[N:7]([CH2:8][C:9]3[CH:10]=[CH:11][C:12]([C:15]4[C:16]([C:21]#[N:22])=[CH:17][CH:18]=[CH:19][CH:20]=4)=[CH:13][CH:14]=3)[C:2]2=[O:1])=[CH:37][CH:38]=1, predict the reactants needed to synthesize it. The reactants are: [O:1]=[C:2]1[N:7]([CH2:8][C:9]2[CH:14]=[CH:13][C:12]([C:15]3[C:16]([C:21]#[N:22])=[CH:17][CH:18]=[CH:19][CH:20]=3)=[CH:11][CH:10]=2)[C:6]2[S:23][C:24]([CH2:26][C:27]([F:30])([F:29])[F:28])=[CH:25][C:5]=2[C:4](=[O:31])[NH:3]1.Br[CH2:33][C:34]([C:36]1[CH:41]=[CH:40][C:39]([F:42])=[CH:38][CH:37]=1)=[O:35].CN(C)C=O.[H-].[Na+]. (7) Given the product [CH2:25]([O:27][C:28](=[O:41])[C:29]([O:32][C:33]1[CH:38]=[CH:37][C:36]([O:39][CH2:2][C:3]2[C:4]([CH:22]3[CH2:24][CH2:23]3)=[N:5][C:6]([C:12]3[CH:17]=[CH:16][C:15]([C:18]([F:21])([F:20])[F:19])=[CH:14][CH:13]=3)=[N:7][C:8]=2[CH2:9][O:10][CH3:11])=[CH:35][C:34]=1[CH3:40])([CH3:30])[CH3:31])[CH3:26], predict the reactants needed to synthesize it. The reactants are: Cl[CH2:2][C:3]1[C:4]([CH:22]2[CH2:24][CH2:23]2)=[N:5][C:6]([C:12]2[CH:17]=[CH:16][C:15]([C:18]([F:21])([F:20])[F:19])=[CH:14][CH:13]=2)=[N:7][C:8]=1[CH2:9][O:10][CH3:11].[CH2:25]([O:27][C:28](=[O:41])[C:29]([O:32][C:33]1[CH:38]=[CH:37][C:36]([OH:39])=[CH:35][C:34]=1[CH3:40])([CH3:31])[CH3:30])[CH3:26].C(=O)([O-])[O-].[Cs+].[Cs+]. (8) The reactants are: Cl.[NH2:2][CH2:3][C:4]1[CH:9]=[CH:8][C:7]([NH:10][S:11]([CH3:14])(=[O:13])=[O:12])=[C:6]([F:15])[CH:5]=1.[N:16]1([C:22]2[C:27]([CH:28]=[CH:29][C:30](O)=[O:31])=[CH:26][CH:25]=[CH:24][N:23]=2)[CH2:21][CH2:20][O:19][CH2:18][CH2:17]1. Given the product [F:15][C:6]1[C:7]([NH:10][S:11]([CH3:14])(=[O:13])=[O:12])=[CH:8][CH:9]=[C:4]([CH:5]=1)[CH2:3][NH:2][C:30](=[O:31])[CH:29]=[CH:28][C:27]1[C:22]([N:16]2[CH2:17][CH2:18][O:19][CH2:20][CH2:21]2)=[N:23][CH:24]=[CH:25][CH:26]=1, predict the reactants needed to synthesize it. (9) Given the product [CH3:1][CH:2]1[CH2:8][C:7]2[CH:9]=[C:10]3[O:15][CH2:14][O:13][C:11]3=[CH:12][C:6]=2[C:5]([C:16]2[CH:17]=[CH:18][C:19]([N+:22]([O-:24])=[O:23])=[CH:20][CH:21]=2)=[N:4][N:3]1[C:25]1[S:28][CH2:30][C:31]([CH3:32])=[N:27][N:26]=1, predict the reactants needed to synthesize it. The reactants are: [CH3:1][CH:2]1[CH2:8][C:7]2[CH:9]=[C:10]3[O:15][CH2:14][O:13][C:11]3=[CH:12][C:6]=2[C:5]([C:16]2[CH:21]=[CH:20][C:19]([N+:22]([O-:24])=[O:23])=[CH:18][CH:17]=2)=[N:4][N:3]1[C:25](=[S:28])[NH:26][NH2:27].Cl[CH2:30][C:31](=O)[CH3:32].